From a dataset of Full USPTO retrosynthesis dataset with 1.9M reactions from patents (1976-2016). Predict the reactants needed to synthesize the given product. (1) Given the product [CH:7]1([O:12][C:13](=[O:28])[C@@H:14]([NH:20][C:21]([O:23][C:24]([CH3:26])([CH3:25])[CH3:27])=[O:22])[CH2:15][CH2:16][CH2:17][OH:18])[CH2:11][CH2:10][CH2:9][CH2:8]1, predict the reactants needed to synthesize it. The reactants are: ClC(OCC)=O.[CH:7]1([O:12][C:13](=[O:28])[C@@H:14]([NH:20][C:21]([O:23][C:24]([CH3:27])([CH3:26])[CH3:25])=[O:22])[CH2:15][CH2:16][C:17](O)=[O:18])[CH2:11][CH2:10][CH2:9][CH2:8]1.CN1CCOCC1.[BH4-].[Na+].Cl. (2) Given the product [CH2:1]([O:5][C:6]1[CH:16]=[CH:15][C:9]([C:10]([OH:12])=[O:11])=[CH:8][CH:7]=1)[CH2:2][CH3:3], predict the reactants needed to synthesize it. The reactants are: [CH2:1](Br)[CH2:2][CH3:3].[OH:5][C:6]1[CH:16]=[CH:15][C:9]([C:10]([O:12]CC)=[O:11])=[CH:8][CH:7]=1.C(=O)([O-])[O-].[K+].[K+].C(OC1C=C(C=CC=1)C(O)=O)CC. (3) Given the product [CH3:19][N:15]1[C:14]2[CH:20]=[CH:21][C:11]([N:9]3[CH:10]=[C:5]([C:3]4[NH:4][C:44](=[O:45])[O:1][N:2]=4)[C:6](=[O:36])[N:7]([C@H:23]4[C:31]5[C:26](=[C:27]([C:32]([F:35])([F:34])[F:33])[CH:28]=[CH:29][CH:30]=5)[CH2:25][CH2:24]4)[C:8]3=[O:22])=[CH:12][C:13]=2[O:17][C:16]1=[O:18], predict the reactants needed to synthesize it. The reactants are: [OH:1][N:2]=[C:3]([C:5]1[C:6](=[O:36])[N:7]([C@H:23]2[C:31]3[C:26](=[C:27]([C:32]([F:35])([F:34])[F:33])[CH:28]=[CH:29][CH:30]=3)[CH2:25][CH2:24]2)[C:8](=[O:22])[N:9]([C:11]2[CH:21]=[CH:20][C:14]3[N:15]([CH3:19])[C:16](=[O:18])[O:17][C:13]=3[CH:12]=2)[CH:10]=1)[NH2:4].N1C=CC=CC=1.Cl[C:44](OCC(C)C)=[O:45].Cl.F[P-](F)(F)(F)(F)F.C(N1C=C[N+](C)=C1)C. (4) Given the product [O:1]1[C:6]2[CH:7]=[CH:8][C:9]([S:11][C:12]3[CH:17]=[CH:16][C:15]([C:18]4[CH:19]=[CH:20][N:21]=[C:22]([N:31]5[CH2:32][CH2:33][CH:29]([OH:28])[CH2:30]5)[CH:23]=4)=[CH:14][C:13]=3[C:24]([F:25])([F:26])[F:27])=[CH:10][C:5]=2[O:4][CH2:3][CH2:2]1, predict the reactants needed to synthesize it. The reactants are: [O:1]1[C:6]2[CH:7]=[CH:8][C:9]([S:11][C:12]3[CH:17]=[CH:16][C:15]([C:18]4[CH:23]=[CH:22][N:21]=[CH:20][CH:19]=4)=[CH:14][C:13]=3[C:24]([F:27])([F:26])[F:25])=[CH:10][C:5]=2[O:4][CH2:3][CH2:2]1.[OH:28][CH:29]1[CH2:33][CH2:32][NH:31][CH2:30]1.O[C@@H]1CCNC1. (5) Given the product [Cl:2][C:3]1[CH:8]=[CH:7][C:6]([C:9]([C:10]2[N:11]3[C:12]([CH:13]=[C:14]([O:17][CH2:18][C:19]4[CH:24]=[CH:23][CH:22]=[CH:21][N:20]=4)[CH:15]=[CH:16]3)=[C:29]([C:28](=[O:37])[C:27]([CH3:39])([CH3:38])[CH3:26])[C:30]=2[C:31]2[CH:32]=[CH:33][CH:34]=[CH:35][CH:36]=2)=[O:25])=[CH:5][CH:4]=1, predict the reactants needed to synthesize it. The reactants are: [Br-].[Cl:2][C:3]1[CH:8]=[CH:7][C:6]([C:9](=[O:25])[CH2:10][N+:11]2[CH:16]=[CH:15][C:14]([O:17][CH2:18][C:19]3[CH:24]=[CH:23][CH:22]=[CH:21][N:20]=3)=[CH:13][CH:12]=2)=[CH:5][CH:4]=1.[CH3:26][C:27]([CH3:39])([CH3:38])[C:28](=[O:37])[C:29]#[C:30][C:31]1[CH:36]=[CH:35][CH:34]=[CH:33][CH:32]=1.C(C1C(=O)C(Cl)=C(Cl)C(=O)C=1C#N)#N. (6) Given the product [CH2:11]([O:10][CH:6]1[C:5]2[N:40]=[C:38]([NH:37][C:27]3[CH:28]=[CH:29][C:30]([N:31]4[CH:35]=[C:34]([CH3:36])[N:33]=[CH:32]4)=[C:25]([O:24][CH3:23])[CH:26]=3)[N:39]=[CH:3][C:4]=2[CH2:9][CH2:8][CH2:7]1)[CH3:12], predict the reactants needed to synthesize it. The reactants are: CN(C)[CH:3]=[C:4]1[CH2:9][CH2:8][CH2:7][CH:6]([O:10][CH2:11][CH3:12])[C:5]1=O.[N+]([O-])(O)=O.[N+]([O-])(O)=O.[CH3:23][O:24][C:25]1[CH:26]=[C:27]([NH:37][C:38]([NH2:40])=[NH:39])[CH:28]=[CH:29][C:30]=1[N:31]1[CH:35]=[C:34]([CH3:36])[N:33]=[CH:32]1. (7) The reactants are: [CH:1]([N:3]([C@H:5]1[CH2:10][CH2:9][C@H:8]([C:11]([NH:13][C:14]2[C:18]3[CH:19]=[C:20]([C:23]([O:25]C)=[O:24])[CH:21]=[CH:22][C:17]=3[O:16][C:15]=2[C:27]([NH:29][C:30]2[CH:35]=[CH:34][C:33]([Cl:36])=[CH:32][N:31]=2)=[O:28])=[O:12])[CH2:7][CH2:6]1)[CH3:4])=[O:2].[OH-].[Na+]. Given the product [C:23]([C:20]1[CH:21]=[CH:22][C:17]2[O:16][C:15]([C:27]([NH:29][C:30]3[CH:35]=[CH:34][C:33]([Cl:36])=[CH:32][N:31]=3)=[O:28])=[C:14]([NH:13][C:11]([C@H:8]3[CH2:9][CH2:10][C@H:5]([N:3]([CH:1]=[O:2])[CH3:4])[CH2:6][CH2:7]3)=[O:12])[C:18]=2[CH:19]=1)([OH:25])=[O:24], predict the reactants needed to synthesize it. (8) Given the product [C:31]([C:28]1([NH:27][C:13](=[O:15])[C@@H:12]([NH:11][C@@H:3]([C:4]2[CH:9]=[CH:8][C:7]([F:10])=[CH:6][CH:5]=2)[C:2]([F:1])([F:26])[F:25])[CH2:16][S:17][CH2:18][C:19]2[CH:20]=[N:21][CH:22]=[CH:23][CH:24]=2)[CH2:30][CH2:29]1)#[N:32], predict the reactants needed to synthesize it. The reactants are: [F:1][C:2]([F:26])([F:25])[C@@H:3]([NH:11][C@@H:12]([CH2:16][S:17][CH2:18][C:19]1[CH:20]=[N:21][CH:22]=[CH:23][CH:24]=1)[C:13]([OH:15])=O)[C:4]1[CH:9]=[CH:8][C:7]([F:10])=[CH:6][CH:5]=1.[NH2:27][C:28]1([C:31]#[N:32])[CH2:30][CH2:29]1.CN(C(ON1N=NC2C=CC=NC1=2)=[N+](C)C)C.F[P-](F)(F)(F)(F)F.CN1CCOCC1.[NH4+].[Cl-]. (9) Given the product [CH3:1][O:2][C:3]1[CH:4]=[C:5]([C:12]2[C:13]([CH3:19])=[N:14][N:15]([CH3:18])[C:16]=2[CH3:17])[N:6]=[CH:7][C:8]=1[NH2:9], predict the reactants needed to synthesize it. The reactants are: [CH3:1][O:2][C:3]1[C:8]([N+:9]([O-])=O)=[CH:7][N:6]=[C:5]([C:12]2[C:13]([CH3:19])=[N:14][N:15]([CH3:18])[C:16]=2[CH3:17])[CH:4]=1.[NH4+].[Cl-].